This data is from Reaction yield outcomes from USPTO patents with 853,638 reactions. The task is: Predict the reaction yield, written as a fraction of the theoretical maximum amount of product (1.0 means a 100% yield; for example, 0.34 means a 34% yield). (1) The reactants are [C:1]([C:5]1[CH:30]=[CH:29][C:8]([CH2:9][CH:10]2[CH2:15][CH:14]([CH2:16][O:17][Si](C(C)(C)C)(C)C)[CH2:13][CH2:12][N:11]2[C:25]([O:27][CH3:28])=[O:26])=[CH:7][CH:6]=1)([CH3:4])([CH3:3])[CH3:2].[F-].C([N+](CCCC)(CCCC)CCCC)CCC. The catalyst is O1CCCC1. The product is [C:1]([C:5]1[CH:30]=[CH:29][C:8]([CH2:9][CH:10]2[CH2:15][CH:14]([CH2:16][OH:17])[CH2:13][CH2:12][N:11]2[C:25]([O:27][CH3:28])=[O:26])=[CH:7][CH:6]=1)([CH3:4])([CH3:2])[CH3:3]. The yield is 0.700. (2) The reactants are C(N(CC)CC)C.[CH2:8]([O:10][C:11](=[O:54])[CH2:12][C:13]1[CH:18]=[C:17]([C:19]2[CH:24]=[CH:23][C:22]([C:25]([C:30]3[CH:35]=[CH:34][C:33]([CH2:36][CH2:37][CH:38]([O:43][Si:44]([C:47]([CH3:50])([CH3:49])[CH3:48])([CH3:46])[CH3:45])[C:39]([CH3:42])([CH3:41])[CH3:40])=[C:32]([CH3:51])[CH:31]=3)([CH2:28][CH3:29])[CH2:26][CH3:27])=[CH:21][C:20]=2[CH3:52])[N:16]=[N:15][C:14]=1Cl)[CH3:9].[H][H]. The catalyst is C(O)C.C(OCC)C.[Pd]. The product is [CH2:8]([O:10][C:11](=[O:54])[CH2:12][C:13]1[CH:18]=[C:17]([C:19]2[CH:24]=[CH:23][C:22]([C:25]([C:30]3[CH:35]=[CH:34][C:33]([CH2:36][CH2:37][CH:38]([O:43][Si:44]([C:47]([CH3:50])([CH3:49])[CH3:48])([CH3:46])[CH3:45])[C:39]([CH3:42])([CH3:41])[CH3:40])=[C:32]([CH3:51])[CH:31]=3)([CH2:26][CH3:27])[CH2:28][CH3:29])=[CH:21][C:20]=2[CH3:52])[N:16]=[N:15][CH:14]=1)[CH3:9]. The yield is 0.820.